This data is from Forward reaction prediction with 1.9M reactions from USPTO patents (1976-2016). The task is: Predict the product of the given reaction. (1) Given the reactants [CH3:1][N:2]([C:10]1[O:11][C:12]2[CH:18]=[CH:17][C:16]([N+:19]([O-])=O)=[CH:15][C:13]=2[N:14]=1)[CH2:3][CH2:4][N:5]1[CH2:9][CH2:8][CH2:7][CH2:6]1, predict the reaction product. The product is: [CH3:1][N:2]([CH2:3][CH2:4][N:5]1[CH2:9][CH2:8][CH2:7][CH2:6]1)[C:10]1[O:11][C:12]2[CH:18]=[CH:17][C:16]([NH2:19])=[CH:15][C:13]=2[N:14]=1. (2) Given the reactants [Br:1][C:2]1[CH:7]=[C:6]([CH3:8])[C:5]([N:9]2[C:13]3[N:14]=[C:15]([CH3:27])[N:16]=[C:17]([N:18]4[CH2:23][CH2:22][CH:21]([CH2:24][CH2:25][OH:26])[CH2:20][CH2:19]4)[C:12]=3[C:11]([CH3:28])=[CH:10]2)=[C:4]([CH3:29])[CH:3]=1.[ClH:30], predict the reaction product. The product is: [ClH:30].[Br:1][C:2]1[CH:7]=[C:6]([CH3:8])[C:5]([N:9]2[C:13]3[N:14]=[C:15]([CH3:27])[N:16]=[C:17]([N:18]4[CH2:23][CH2:22][CH:21]([CH2:24][CH2:25][OH:26])[CH2:20][CH2:19]4)[C:12]=3[C:11]([CH3:28])=[CH:10]2)=[C:4]([CH3:29])[CH:3]=1.